From a dataset of TCR-epitope binding with 47,182 pairs between 192 epitopes and 23,139 TCRs. Binary Classification. Given a T-cell receptor sequence (or CDR3 region) and an epitope sequence, predict whether binding occurs between them. (1) The epitope is YIFFASFYY. The TCR CDR3 sequence is CASSFWTGAEAFF. Result: 1 (the TCR binds to the epitope). (2) The epitope is ELAGIGILTV. The TCR CDR3 sequence is CASSTGQGFTEAFF. Result: 1 (the TCR binds to the epitope). (3) The epitope is ITEEVGHTDLMAAY. The TCR CDR3 sequence is CASSPITGLTGELFF. Result: 1 (the TCR binds to the epitope). (4) The epitope is FPRPWLHGL. The TCR CDR3 sequence is CASSLALPYEQYF. Result: 0 (the TCR does not bind to the epitope). (5) The epitope is MPASWVMRI. The TCR CDR3 sequence is CASSHPDRRNYGYTF. Result: 1 (the TCR binds to the epitope). (6) The epitope is KLGGALQAK. The TCR CDR3 sequence is CASGGWEGNEQFF. Result: 1 (the TCR binds to the epitope).